From a dataset of Catalyst prediction with 721,799 reactions and 888 catalyst types from USPTO. Predict which catalyst facilitates the given reaction. (1) Reactant: [CH3:1][O:2][C:3](=[O:30])[C:4]1[CH:9]=[CH:8][C:7]([O:10][CH2:11][CH2:12][CH2:13]Br)=[CH:6][C:5]=1[NH:15][C:16]([C:18]1[CH:23]=[CH:22][C:21]([C:24]2[CH:29]=[CH:28][CH:27]=[CH:26][CH:25]=2)=[CH:20][CH:19]=1)=[O:17].[C:31]([C:35]1[CH:43]=[CH:42][C:38]([CH:39]=[N:40][OH:41])=[CH:37][CH:36]=1)([CH3:34])([CH3:33])[CH3:32]. Product: [C:21]1([C:24]2[CH:25]=[CH:26][CH:27]=[CH:28][CH:29]=2)[CH:22]=[CH:23][C:18]([C:16]([NH:15][C:5]2[CH:6]=[C:7]([O:10][CH2:11][CH2:12][CH2:13][O:41]/[N:40]=[CH:39]/[C:38]3[CH:37]=[CH:36][C:35]([C:31]([CH3:34])([CH3:32])[CH3:33])=[CH:43][CH:42]=3)[CH:8]=[CH:9][C:4]=2[C:3]([OH:30])=[O:2])=[O:17])=[CH:19][CH:20]=1.[CH3:1][O:2][C:3](=[O:30])[C:4]1[CH:9]=[CH:8][C:7]([O:10][CH2:11][CH2:12][CH2:13][O:41]/[N:40]=[CH:39]/[C:38]2[CH:42]=[CH:43][C:35]([C:31]([CH3:34])([CH3:33])[CH3:32])=[CH:36][CH:37]=2)=[CH:6][C:5]=1[NH:15][C:16]([C:18]1[CH:23]=[CH:22][C:21]([C:24]2[CH:29]=[CH:28][CH:27]=[CH:26][CH:25]=2)=[CH:20][CH:19]=1)=[O:17]. The catalyst class is: 21. (2) Product: [C:45]1([CH2:51][CH2:52][O:53][C:54]2[CH:55]=[CH:56][C:57]([CH2:58][NH:59][C:38](=[O:40])[C:37]3[CH:41]=[CH:42][CH:43]=[N:44][C:36]=3[NH2:35])=[CH:60][CH:61]=2)[CH:46]=[CH:47][CH:48]=[CH:49][CH:50]=1. Reactant: CN([P+](ON1N=NC2C=CC=CC1=2)(N(C)C)N(C)C)C.F[P-](F)(F)(F)(F)F.C(N(CC)CC)C.[NH2:35][C:36]1[N:44]=[CH:43][CH:42]=[CH:41][C:37]=1[C:38]([OH:40])=O.[C:45]1([CH2:51][CH2:52][O:53][C:54]2[CH:61]=[CH:60][C:57]([CH2:58][NH2:59])=[CH:56][CH:55]=2)[CH:50]=[CH:49][CH:48]=[CH:47][CH:46]=1. The catalyst class is: 136. (3) Reactant: [C:1]([O:5][C:6]([C:8]1[C:13]([N+:14]([O-])=O)=[CH:12][C:11]([C:17]#[N:18])=[CH:10][N:9]=1)=[O:7])([CH3:4])([CH3:3])[CH3:2].C(O)(=O)C.S(S([O-])=O)([O-])=O.[Na+].[Na+]. Product: [C:1]([O:5][C:6]([C:8]1[C:13]([NH2:14])=[CH:12][C:11]([C:17]#[N:18])=[CH:10][N:9]=1)=[O:7])([CH3:4])([CH3:2])[CH3:3]. The catalyst class is: 6. (4) Reactant: CS([C:5]1[N:10]=[CH:9][C:8]([C:11]#[C:12][C:13]2[CH:18]=[CH:17][CH:16]=[CH:15][CH:14]=2)=[CH:7][N:6]=1)(=O)=O.Cl.CN.C[CH2:23][N:24](CC)CC. Product: [CH3:23][NH:24][C:5]1[N:10]=[CH:9][C:8]([C:11]#[C:12][C:13]2[CH:18]=[CH:17][CH:16]=[CH:15][CH:14]=2)=[CH:7][N:6]=1. The catalyst class is: 1.